Dataset: Forward reaction prediction with 1.9M reactions from USPTO patents (1976-2016). Task: Predict the product of the given reaction. Given the reactants C([O:8][C:9]1[C:27]([Cl:28])=[CH:26][C:12]([C:13]([NH:15][C:16]2[CH:25]=[CH:24][C:19]([C:20]([O:22][CH3:23])=[O:21])=[CH:18][CH:17]=2)=[O:14])=[CH:11][C:10]=1[Cl:29])C1C=CC=CC=1.B(Cl)(Cl)Cl, predict the reaction product. The product is: [Cl:28][C:27]1[CH:26]=[C:12]([CH:11]=[C:10]([Cl:29])[C:9]=1[OH:8])[C:13]([NH:15][C:16]1[CH:17]=[CH:18][C:19]([C:20]([O:22][CH3:23])=[O:21])=[CH:24][CH:25]=1)=[O:14].